This data is from CYP1A2 inhibition data for predicting drug metabolism from PubChem BioAssay. The task is: Regression/Classification. Given a drug SMILES string, predict its absorption, distribution, metabolism, or excretion properties. Task type varies by dataset: regression for continuous measurements (e.g., permeability, clearance, half-life) or binary classification for categorical outcomes (e.g., BBB penetration, CYP inhibition). Dataset: cyp1a2_veith. (1) The molecule is COc1ccc(CNc2cc(-c3ccoc3)ncn2)c(OC)c1. The result is 1 (inhibitor). (2) The drug is O=C(NCCCN1CCN(Cc2ccccc2)CC1)C1CCN(S(=O)(=O)N2CCCC2)CC1. The result is 0 (non-inhibitor). (3) The molecule is COCCCNC(=O)c1c(N)n(/N=C/c2ccccn2)c2nc3ccccc3nc12. The result is 1 (inhibitor). (4) The molecule is CO/N=C(/C)CCC(=O)OC[C@@H]1O[C@H](c2ccccc2)C=C[C@@H]1Oc1ccc(OC)cc1. The result is 0 (non-inhibitor).